From a dataset of Aqueous solubility values for 9,982 compounds from the AqSolDB database. Regression/Classification. Given a drug SMILES string, predict its absorption, distribution, metabolism, or excretion properties. Task type varies by dataset: regression for continuous measurements (e.g., permeability, clearance, half-life) or binary classification for categorical outcomes (e.g., BBB penetration, CYP inhibition). For this dataset (solubility_aqsoldb), we predict Y. (1) The Y is -2.04 log mol/L. The compound is CCCCC(CC)C(=O)O.[Mn+2]. (2) The drug is CCN(CC)C(=O)CSc1ccc(Cl)nn1. The Y is -1.72 log mol/L. (3) The compound is NC(=O)c1ccccn1. The Y is 0.169 log mol/L. (4) The compound is CS/C(C)=N/OC(=O)N(C)SN(C)C(=O)O/N=C(\C)SC. The Y is -4.01 log mol/L. (5) The compound is O=C(O)CCCCCNc1nc(NCCCCCC(=O)O)nc(NCCCCCC(=O)O)n1.OCCN(CCO)CCO.OCCN(CCO)CCO.OCCN(CCO)CCO. The Y is -6.68 log mol/L.